This data is from Peptide-MHC class I binding affinity with 185,985 pairs from IEDB/IMGT. The task is: Regression. Given a peptide amino acid sequence and an MHC pseudo amino acid sequence, predict their binding affinity value. This is MHC class I binding data. (1) The peptide sequence is ISFKFAYS. The MHC is H-2-Kb with pseudo-sequence H-2-Kb. The binding affinity (normalized) is 0.981. (2) The peptide sequence is GFINTKEYK. The MHC is Mamu-B8301 with pseudo-sequence Mamu-B8301. The binding affinity (normalized) is 0.523. (3) The peptide sequence is YMMDGNECP. The MHC is HLA-B39:01 with pseudo-sequence HLA-B39:01. The binding affinity (normalized) is 0.0847. (4) The peptide sequence is LVGPTPVNI. The MHC is HLA-B44:03 with pseudo-sequence HLA-B44:03. The binding affinity (normalized) is 0. (5) The peptide sequence is KELNIGRTF. The MHC is HLA-B08:02 with pseudo-sequence HLA-B08:02. The binding affinity (normalized) is 0.0847. (6) The peptide sequence is DFISMYFPW. The MHC is HLA-A26:01 with pseudo-sequence HLA-A26:01. The binding affinity (normalized) is 0.0847.